Dataset: Full USPTO retrosynthesis dataset with 1.9M reactions from patents (1976-2016). Task: Predict the reactants needed to synthesize the given product. The reactants are: [CH3:1][O:2][C:3]1[CH:8]=[CH:7][C:6]([C:9]([F:12])([F:11])[F:10])=[CH:5][C:4]=1B(O)O.Br[C:17]1[CH:22]=[CH:21][CH:20]=[CH:19][N:18]=1.C(=O)([O-])[O-].[Na+].[Na+]. Given the product [CH3:1][O:2][C:3]1[CH:8]=[CH:7][C:6]([C:9]([F:12])([F:11])[F:10])=[CH:5][C:4]=1[C:17]1[CH:22]=[CH:21][CH:20]=[CH:19][N:18]=1, predict the reactants needed to synthesize it.